From a dataset of Full USPTO retrosynthesis dataset with 1.9M reactions from patents (1976-2016). Predict the reactants needed to synthesize the given product. (1) Given the product [Br:1][C:2]1[CH:3]=[C:4]([Cl:21])[C:5]2[O:9][CH:8]([CH2:10][NH:11][C:12](=[O:18])[O:13][C:14]([CH3:17])([CH3:15])[CH3:16])[C:7](=[O:19])[C:6]=2[CH:20]=1, predict the reactants needed to synthesize it. The reactants are: [Br:1][C:2]1[CH:3]=[C:4]([Cl:21])[C:5]2[O:9][CH:8]([CH2:10][NH:11][C:12](=[O:18])[O:13][C:14]([CH3:17])([CH3:16])[CH3:15])[CH:7]([OH:19])[C:6]=2[CH:20]=1.CC(OI1(OC(C)=O)(OC(C)=O)OC(=O)C2C=CC=CC1=2)=O. (2) Given the product [NH2:23][C:20]1[N:21]=[CH:22][C:17]([C:3]2[CH:4]=[CH:5][C:6]([C:25]3[C:26]([S:31]([NH:34][C@@H:35]([C:38]4[CH:39]=[CH:40][CH:41]=[CH:42][CH:43]=4)[CH2:36][OH:37])(=[O:32])=[O:33])=[CH:27][CH:28]=[CH:29][CH:30]=3)=[CH:7][C:2]=2[F:1])=[N:18][CH:19]=1, predict the reactants needed to synthesize it. The reactants are: [F:1][C:2]1[CH:7]=[C:6](B2OC(C)(C)C(C)(C)O2)[CH:5]=[CH:4][C:3]=1[C:17]1[N:18]=[CH:19][C:20]([NH2:23])=[N:21][CH:22]=1.Br[C:25]1[CH:30]=[CH:29][CH:28]=[CH:27][C:26]=1[S:31]([NH:34][C@@H:35]([C:38]1[CH:43]=[CH:42][CH:41]=[CH:40][CH:39]=1)[CH2:36][OH:37])(=[O:33])=[O:32].